The task is: Predict the product of the given reaction.. This data is from Forward reaction prediction with 1.9M reactions from USPTO patents (1976-2016). (1) Given the reactants [CH3:1][C:2]1[CH:7]=[CH:6][C:5]([C:8]([CH3:13])([CH3:12])[C:9]([OH:11])=[O:10])=[CH:4][CH:3]=1.S(=O)(=O)(O)O.[CH3:19]O, predict the reaction product. The product is: [CH3:1][C:2]1[CH:3]=[CH:4][C:5]([C:8]([CH3:13])([CH3:12])[C:9]([O:11][CH3:19])=[O:10])=[CH:6][CH:7]=1. (2) The product is: [CH2:1]=[CH:2][CH:3]=[CH2:4].[CH2:1]=[CH:2][C:3]1[CH:8]=[CH:7][CH:6]=[CH:5][CH:4]=1. Given the reactants [CH2:1]=[CH:2][C:3]1[CH:8]=[CH:7][CH:6]=[CH:5][CH:4]=1.C([Li])CCC.C=CC=C, predict the reaction product. (3) Given the reactants [ClH:1].[CH3:2][C:3]1[N:4]=[CH:5][NH:6][C:7]=1[CH2:8][OH:9].C(#[N:12])C.C(OC(OC(C)(C)C)=O)(OC(C)(C)C)=O.CN, predict the reaction product. The product is: [ClH:1].[ClH:1].[NH2:12][O:9][CH2:8][C:7]1[NH:6][CH:5]=[N:4][C:3]=1[CH3:2]. (4) Given the reactants [F:1][C:2]1[CH:3]=[C:4]([C:14]2[NH:23][C:22](=[O:24])[C:21]3[C:16](=[CH:17][C:18]([O:26][CH3:27])=[C:19]([OH:25])[CH:20]=3)[N:15]=2)[CH:5]=[CH:6][C:7]=1[C:8]1[CH:13]=[CH:12][CH:11]=[CH:10][CH:9]=1.[CH3:28][C:29](OC(C)=O)=[O:30], predict the reaction product. The product is: [C:29]([O:25][C:19]1[CH:20]=[C:21]2[C:16](=[CH:17][C:18]=1[O:26][CH3:27])[N:15]=[C:14]([C:4]1[CH:5]=[CH:6][C:7]([C:8]3[CH:9]=[CH:10][CH:11]=[CH:12][CH:13]=3)=[C:2]([F:1])[CH:3]=1)[NH:23][C:22]2=[O:24])(=[O:30])[CH3:28]. (5) Given the reactants [Cl:1][C:2]1[CH:3]=[C:4]([N:10]2[C:14]([CH3:15])=[C:13]([CH2:16][C:17]3[CH:25]=[CH:24][CH:23]=[CH:22][C:18]=3[C:19](O)=[O:20])[C:12]([CH3:26])=[N:11]2)[CH:5]=[CH:6][C:7]=1[C:8]#[N:9].[CH:27]1([NH2:30])[CH2:29][CH2:28]1.[Cl-].COC1N=C(OC)N=C([N+]2(C)CCOCC2)N=1.C(=O)([O-])O.[Na+], predict the reaction product. The product is: [Cl:1][C:2]1[CH:3]=[C:4]([N:10]2[C:14]([CH3:15])=[C:13]([CH2:16][C:17]3[CH:25]=[CH:24][CH:23]=[CH:22][C:18]=3[C:19]([NH:30][CH:27]3[CH2:29][CH2:28]3)=[O:20])[C:12]([CH3:26])=[N:11]2)[CH:5]=[CH:6][C:7]=1[C:8]#[N:9]. (6) Given the reactants S([O-])([O-])(=O)=O.[Br:6][C:7]1[CH:8]=[C:9]([C:13]2[C:18]([CH2:19][N+](CC)(CC)CC)=[C:17]([CH:27]3[CH2:31][CH2:30][CH2:29][CH2:28]3)[N:16]=[C:15]3[N:32]([CH2:35][CH3:36])[N:33]=[CH:34][C:14]=23)[CH:10]=[N:11][CH:12]=1.[Br:6][C:7]1[CH:8]=[C:9]([C:13]2[C:18]([CH2:19][N+](CC)(CC)CC)=[C:17]([CH:27]3[CH2:31][CH2:30][CH2:29][CH2:28]3)[N:16]=[C:15]3[N:32]([CH2:35][CH3:36])[N:33]=[CH:34][C:14]=23)[CH:10]=[N:11][CH:12]=1.[CH3:68][OH:69], predict the reaction product. The product is: [Br:6][C:7]1[CH:8]=[C:9]([C:13]2[C:18]([CH2:19][O:69][CH3:68])=[C:17]([CH:27]3[CH2:31][CH2:30][CH2:29][CH2:28]3)[N:16]=[C:15]3[N:32]([CH2:35][CH3:36])[N:33]=[CH:34][C:14]=23)[CH:10]=[N:11][CH:12]=1. (7) Given the reactants Cl.[CH3:2][NH:3][C:4](=[O:12])[C@H:5]([C:8](=[O:11])[O:9][CH3:10])[NH:6][CH3:7].CN(C(ON1N=NC2C=CC=NC1=2)=[N+](C)C)C.F[P-](F)(F)(F)(F)F.CCN(C(C)C)C(C)C.[C:46]([O:50][C:51]([N:53]([CH3:69])[C:54]1[CH:59]=[CH:58][C:57]([C:60]2[CH:65]=[CH:64][C:63]([C:66](O)=[O:67])=[CH:62][CH:61]=2)=[CH:56][CH:55]=1)=[O:52])([CH3:49])([CH3:48])[CH3:47], predict the reaction product. The product is: [C:46]([O:50][C:51]([N:53]([CH3:69])[C:54]1[CH:59]=[CH:58][C:57]([C:60]2[CH:65]=[CH:64][C:63]([C:66]([N:6]([CH:5]([C:4]([NH:3][CH3:2])=[O:12])[C:8]([O:9][CH3:10])=[O:11])[CH3:7])=[O:67])=[CH:62][CH:61]=2)=[CH:56][CH:55]=1)=[O:52])([CH3:47])([CH3:48])[CH3:49].